This data is from Reaction yield outcomes from USPTO patents with 853,638 reactions. The task is: Predict the reaction yield, written as a fraction of the theoretical maximum amount of product (1.0 means a 100% yield; for example, 0.34 means a 34% yield). (1) The reactants are [Br:1][C:2]1[C:10]([OH:11])=[CH:9][CH:8]=[C:7]2[C:3]=1[CH:4]=[N:5][NH:6]2.[O:12]1[CH:17]=[CH:16][CH2:15][CH2:14][CH2:13]1.N1[CH:23]=[CH:22][CH:21]=[CH:20][CH:19]=1.[C:21]1(C)[CH:22]=[CH:23]C(S(O)(=[O:31])=[O:31])=[CH:19][CH:20]=1.C(=O)([O-])O.[Na+]. The catalyst is ClCCl. The product is [Br:1][C:2]1[C:10]([O:11][CH:17]2[CH2:16][CH2:15][CH2:14][CH2:13][O:12]2)=[CH:9][CH:8]=[C:7]2[C:3]=1[CH:4]=[N:5][N:6]2[CH:23]1[CH2:22][CH2:21][CH2:20][CH2:19][O:31]1. The yield is 0.770. (2) The reactants are [OH-].[Na+].[CH3:3][O:4][C:5]1[C:6]([CH3:31])=[C:7]([C:18](=[O:30])[C:19]2[CH:24]=[CH:23][C:22]([N+:25]([O-:27])=[O:26])=[C:21]([O:28][CH3:29])[CH:20]=2)[N:8]2[C:13]=1[CH:12]=[CH:11][C:10]([C:14]([O:16]C)=[O:15])=[CH:9]2. The catalyst is CO. The product is [CH3:3][O:4][C:5]1[C:6]([CH3:31])=[C:7]([C:18](=[O:30])[C:19]2[CH:24]=[CH:23][C:22]([N+:25]([O-:27])=[O:26])=[C:21]([O:28][CH3:29])[CH:20]=2)[N:8]2[C:13]=1[CH:12]=[CH:11][C:10]([C:14]([OH:16])=[O:15])=[CH:9]2. The yield is 0.660. (3) The reactants are [CH3:1][N:2]1[CH2:6][CH2:5][CH2:4][C@H:3]1[C:7]1[CH2:8][C:9]([CH:13]=[O:14])=[CH:10][NH:11][CH:12]=1.[S]. The catalyst is C1(C)C=CC=CC=1. The product is [CH3:1][N:2]1[CH2:6][CH2:5][CH2:4][CH:3]1[C:7]1[CH:8]=[C:9]([CH:13]=[O:14])[CH:10]=[N:11][CH:12]=1. The yield is 0.830. (4) The reactants are [BH4-].[Na+].[N+:3]([C:6]1[CH:11]=[CH:10][C:9]([CH2:12][C:13]([NH:15][CH2:16][CH2:17][N:18]2[CH2:23][CH2:22][N:21]([C:24]3[CH:29]=[CH:28][CH:27]=[CH:26][CH:25]=3)[CH2:20][CH2:19]2)=O)=[CH:8][CH:7]=1)([O-:5])=[O:4].CO. The catalyst is C1COCC1. The product is [N+:3]([C:6]1[CH:11]=[CH:10][C:9]([CH2:12][CH2:13][NH:15][CH2:16][CH2:17][N:18]2[CH2:19][CH2:20][N:21]([C:24]3[CH:25]=[CH:26][CH:27]=[CH:28][CH:29]=3)[CH2:22][CH2:23]2)=[CH:8][CH:7]=1)([O-:5])=[O:4]. The yield is 0.730. (5) The reactants are C(O[CH:5]=[CH2:6])(=O)C.BrBr.O=[C:10]([CH3:17])[CH2:11][C:12]([O:14][CH2:15][CH3:16])=[O:13].[NH3:18]. The catalyst is O. The product is [CH3:17][C:10]1[NH:18][CH:5]=[CH:6][C:11]=1[C:12]([O:14][CH2:15][CH3:16])=[O:13]. The yield is 0.350.